From a dataset of Full USPTO retrosynthesis dataset with 1.9M reactions from patents (1976-2016). Predict the reactants needed to synthesize the given product. Given the product [C:29]([N:22]([C:23]1[CH:24]=[CH:25][CH:26]=[CH:27][CH:28]=1)[C@H:15]1[C:16]2[C:21](=[CH:20][CH:19]=[CH:18][CH:17]=2)[N:12]([C:10]([C:7]2[CH:6]=[CH:5][C:4]([C:3]([OH:33])=[O:2])=[CH:9][CH:8]=2)=[O:11])[C@@H:13]([CH3:32])[CH2:14]1)(=[O:31])[CH3:30], predict the reactants needed to synthesize it. The reactants are: C[O:2][C:3](=[O:33])[C:4]1[CH:9]=[CH:8][C:7]([C:10]([N:12]2[C:21]3[C:16](=[CH:17][CH:18]=[CH:19][CH:20]=3)[CH:15]([N:22]([C:29](=[O:31])[CH3:30])[C:23]3[CH:28]=[CH:27][CH:26]=[CH:25][CH:24]=3)[CH2:14][CH:13]2[CH3:32])=[O:11])=[CH:6][CH:5]=1.[OH-].[Li+].